Dataset: Forward reaction prediction with 1.9M reactions from USPTO patents (1976-2016). Task: Predict the product of the given reaction. (1) Given the reactants [CH3:1][C:2]1([CH3:18])[C:6]([CH3:8])([CH3:7])[O:5][B:4]([C:9]2[CH:17]=[CH:16][C:12]([C:13]([OH:15])=O)=[CH:11][CH:10]=2)[O:3]1.CCN=C=NCCCN(C)C.Cl.C1C=CC2N(O)N=NC=2C=1.[NH:41]1[CH2:46][CH2:45][O:44][CH2:43][CH2:42]1.CCN(CC)CC, predict the reaction product. The product is: [O:44]1[CH2:45][CH2:46][N:41]([C:13]([C:12]2[CH:11]=[CH:10][C:9]([B:4]3[O:5][C:6]([CH3:7])([CH3:8])[C:2]([CH3:1])([CH3:18])[O:3]3)=[CH:17][CH:16]=2)=[O:15])[CH2:42][CH2:43]1. (2) Given the reactants [CH2:1]([N:3]1[CH:7]=[C:6]([C:8]2[CH:13]=[CH:12][N:11]=[C:10]3[N:14](S(C4C=CC=CC=4)(=O)=O)[C:15]([C:17]4[CH2:18][CH2:19][N:20]([C:23]([O:25][C:26]([CH3:29])([CH3:28])[CH3:27])=[O:24])[CH2:21][CH:22]=4)=[CH:16][C:9]=23)[C:5]([C:39]2[CH:44]=[CH:43][C:42]([NH:45][C:46]([NH:48][C:49]3[CH:54]=[CH:53][CH:52]=[CH:51][CH:50]=3)=[O:47])=[CH:41][CH:40]=2)=[N:4]1)[CH3:2].[OH-].[Na+], predict the reaction product. The product is: [CH2:1]([N:3]1[CH:7]=[C:6]([C:8]2[CH:13]=[CH:12][N:11]=[C:10]3[NH:14][C:15]([C:17]4[CH2:18][CH2:19][N:20]([C:23]([O:25][C:26]([CH3:29])([CH3:28])[CH3:27])=[O:24])[CH2:21][CH:22]=4)=[CH:16][C:9]=23)[C:5]([C:39]2[CH:40]=[CH:41][C:42]([NH:45][C:46]([NH:48][C:49]3[CH:50]=[CH:51][CH:52]=[CH:53][CH:54]=3)=[O:47])=[CH:43][CH:44]=2)=[N:4]1)[CH3:2]. (3) The product is: [OH:52][CH2:51][C@H:35]1[C@@H:36]([CH3:1])[CH2:37][CH2:38][CH2:39][N:40]1[C:23]([C:18]1[N:19]=[C:20]([CH3:22])[S:21][C:17]=1[C:14]1[CH:13]=[CH:12][C:11]([F:10])=[CH:16][CH:15]=1)=[O:25]. Given the reactants [CH3:1]CN(C(C)C)C(C)C.[F:10][C:11]1[CH:16]=[CH:15][C:14]([C:17]2[S:21][C:20]([CH3:22])=[N:19][C:18]=2[C:23]([OH:25])=O)=[CH:13][CH:12]=1.CN(C(ON1N=N[C:36]2[CH:37]=[CH:38][CH:39]=[N:40][C:35]1=2)=[N+](C)C)C.F[P-](F)(F)(F)(F)F.C[C:51](N(C)C)=[O:52], predict the reaction product. (4) Given the reactants Br[C:2]1[CH:3]=[C:4]([CH:6]=[CH:7][CH:8]=1)[NH2:5].[F:9][C:10]([F:21])([F:20])[C:11]1[CH:16]=[CH:15][C:14](B(O)O)=[CH:13][CH:12]=1.C(=O)(O)[O-].[Na+], predict the reaction product. The product is: [F:9][C:10]([F:21])([F:20])[C:11]1[CH:16]=[CH:15][C:14]([C:2]2[CH:8]=[CH:7][CH:6]=[C:4]([NH2:5])[CH:3]=2)=[CH:13][CH:12]=1.